Dataset: Catalyst prediction with 721,799 reactions and 888 catalyst types from USPTO. Task: Predict which catalyst facilitates the given reaction. (1) Reactant: [Br:1][C:2]1[CH:3]=[C:4]([N+:12]([O-])=O)[C:5]([NH:8][CH:9]([CH3:11])[CH3:10])=[N:6][CH:7]=1.O.[Cl-].[NH4+]. Product: [Br:1][C:2]1[CH:3]=[C:4]([NH2:12])[C:5]([NH:8][CH:9]([CH3:10])[CH3:11])=[N:6][CH:7]=1. The catalyst class is: 447. (2) Reactant: [I:1][C:2]1[CH:3]=[C:4]([CH:6]=[CH:7][CH:8]=1)[NH2:5].[F:9][C:10]1[CH:15]=[CH:14][C:13]([C:16]([F:19])([F:18])[F:17])=[CH:12][C:11]=1[N:20]=[C:21]=[O:22]. Product: [F:9][C:10]1[CH:15]=[CH:14][C:13]([C:16]([F:19])([F:18])[F:17])=[CH:12][C:11]=1[NH:20][C:21]([NH:5][C:4]1[CH:6]=[CH:7][CH:8]=[C:2]([I:1])[CH:3]=1)=[O:22]. The catalyst class is: 26. (3) Reactant: CN(C(ON1N=NC2C=CC=CC1=2)=[N+](C)C)C.F[P-](F)(F)(F)(F)F.[CH3:25][C:26]([CH3:39])([CH3:38])[CH2:27][CH2:28][N:29]1[CH2:34][CH2:33][CH:32]([C:35]([OH:37])=O)[CH2:31][CH2:30]1.[NH2:40][CH2:41][C:42]1[CH:47]=[CH:46][C:45]([C:48]([N:50]2[CH2:59][CH2:58][C:57]3[N:56]=[C:55]([CH3:60])[N:54]([CH2:61][C:62]4[CH:67]=[CH:66][CH:65]=[CH:64][CH:63]=4)[C:53]=3[C:52]3[CH:68]=[CH:69][CH:70]=[CH:71][C:51]2=3)=[O:49])=[CH:44][C:43]=1[CH3:72].CCN(C(C)C)C(C)C. Product: [CH2:61]([N:54]1[C:53]2[C:52]3[CH:68]=[CH:69][CH:70]=[CH:71][C:51]=3[N:50]([C:48]([C:45]3[CH:46]=[CH:47][C:42]([CH2:41][NH:40][C:35]([CH:32]4[CH2:31][CH2:30][N:29]([CH2:28][CH2:27][C:26]([CH3:25])([CH3:39])[CH3:38])[CH2:34][CH2:33]4)=[O:37])=[C:43]([CH3:72])[CH:44]=3)=[O:49])[CH2:59][CH2:58][C:57]=2[N:56]=[C:55]1[CH3:60])[C:62]1[CH:67]=[CH:66][CH:65]=[CH:64][CH:63]=1. The catalyst class is: 3. (4) Reactant: [Cl:1][C:2]1[C:8]([O:9][CH3:10])=[CH:7][C:5](N)=[CH:4][C:3]=1[O:11][CH3:12].S(=O)(=O)(O)O.N([O-])=O.[Na+].[I-:22].[Na+].II.S([O-])([O-])(=O)=S.[Na+].[Na+]. Product: [Cl:1][C:2]1[C:8]([O:9][CH3:10])=[CH:7][C:5]([I:22])=[CH:4][C:3]=1[O:11][CH3:12]. The catalyst class is: 6. (5) Reactant: [Cl:1][C:2]1[CH:3]=[C:4]([NH:9][C:10]2[C:19]3[C:14](=[CH:15][CH:16]=[C:17]([C:20]([N:22]([CH3:28])[CH2:23][C:24]([F:27])([F:26])[F:25])=O)[CH:18]=3)[N:13]=[C:12]([C:29]3[CH:30]=[N:31][CH:32]=[CH:33][CH:34]=3)[N:11]=2)[CH:5]=[CH:6][C:7]=1[F:8].B.C1COCC1. Product: [Cl:1][C:2]1[CH:3]=[C:4]([NH:9][C:10]2[C:19]3[C:14](=[CH:15][CH:16]=[C:17]([CH2:20][N:22]([CH3:28])[CH2:23][C:24]([F:27])([F:25])[F:26])[CH:18]=3)[N:13]=[C:12]([C:29]3[CH:30]=[N:31][CH:32]=[CH:33][CH:34]=3)[N:11]=2)[CH:5]=[CH:6][C:7]=1[F:8]. The catalyst class is: 5. (6) Reactant: [H-].[Na+].[CH2:3]([N:5]([CH2:13][CH3:14])[C:6](=[O:12])[CH2:7]P(O)(O)=O)[CH3:4].[C:15]([C:18]1[O:22][C:21]2[C:23]([O:27][CH:28]([C:30]3[CH:35]=[CH:34][CH:33]=[CH:32][CH:31]=3)[CH3:29])=[CH:24][CH:25]=[CH:26][C:20]=2[CH:19]=1)(=O)[CH3:16].[NH4+].[Cl-]. Product: [CH2:3]([N:5]([CH2:13][CH3:14])[C:6](=[O:12])/[CH:7]=[C:15](/[C:18]1[O:22][C:21]2[C:23]([O:27][CH:28]([C:30]3[CH:35]=[CH:34][CH:33]=[CH:32][CH:31]=3)[CH3:29])=[CH:24][CH:25]=[CH:26][C:20]=2[CH:19]=1)\[CH3:16])[CH3:4]. The catalyst class is: 1.